From a dataset of NCI-60 drug combinations with 297,098 pairs across 59 cell lines. Regression. Given two drug SMILES strings and cell line genomic features, predict the synergy score measuring deviation from expected non-interaction effect. Synergy scores: CSS=16.5, Synergy_ZIP=-3.10, Synergy_Bliss=1.22, Synergy_Loewe=-17.0, Synergy_HSA=-1.51. Cell line: SF-268. Drug 2: C1CNP(=O)(OC1)N(CCCl)CCCl. Drug 1: CC1C(C(CC(O1)OC2CC(CC3=C2C(=C4C(=C3O)C(=O)C5=C(C4=O)C(=CC=C5)OC)O)(C(=O)C)O)N)O.Cl.